From a dataset of Catalyst prediction with 721,799 reactions and 888 catalyst types from USPTO. Predict which catalyst facilitates the given reaction. (1) Reactant: [CH:1]1([N:4]([CH2:15][CH3:16])[CH2:5][C:6]2[CH:11]=[CH:10][C:9]([C:12]#[CH:13])=[CH:8][C:7]=2[CH3:14])[CH2:3][CH2:2]1.[CH3:17][O:18][C:19](=[O:28])[CH2:20][C:21]1[CH:26]=[CH:25][C:24](I)=[CH:23][CH:22]=1. Product: [CH:1]1([N:4]([CH2:5][C:6]2[CH:11]=[CH:10][C:9]([C:12]#[C:13][C:24]3[CH:25]=[CH:26][C:21]([CH2:20][C:19]([O:18][CH3:17])=[O:28])=[CH:22][CH:23]=3)=[CH:8][C:7]=2[CH3:14])[CH2:15][CH3:16])[CH2:3][CH2:2]1. The catalyst class is: 337. (2) Reactant: Br[CH2:2][C:3]1[CH:8]=[CH:7][CH:6]=[CH:5][C:4]=1[F:9].[OH:10][C:11]1[CH:15]=[C:14]([N:16]2[C:24]3[CH:23]=[CH:22][N:21]=[CH:20][C:19]=3[N:18]=[CH:17]2)[S:13][C:12]=1[C:25]([O:27][CH3:28])=[O:26].C(=O)([O-])[O-].[K+].[K+]. Product: [F:9][C:4]1[CH:5]=[CH:6][CH:7]=[CH:8][C:3]=1[CH2:2][O:10][C:11]1[CH:15]=[C:14]([N:16]2[C:24]3[CH:23]=[CH:22][N:21]=[CH:20][C:19]=3[N:18]=[CH:17]2)[S:13][C:12]=1[C:25]([O:27][CH3:28])=[O:26]. The catalyst class is: 3. (3) Reactant: [CH3:1][O:2][C:3]1[CH:14]=[CH:13][C:6]2[C:7]([C:10](N)=[O:11])=[N:8][S:9][C:5]=2[CH:4]=1.[OH-:15].[Na+].Cl. Product: [CH3:1][O:2][C:3]1[CH:14]=[CH:13][C:6]2[C:7]([C:10]([OH:15])=[O:11])=[N:8][S:9][C:5]=2[CH:4]=1. The catalyst class is: 5. (4) Product: [CH:15]([C:7]1[CH:6]=[C:5]([C:3](=[O:4])[CH2:2][O:18][C:19]2[CH:26]=[CH:25][C:22]([CH:23]=[O:24])=[CH:21][C:20]=2[O:27][CH3:28])[CH:10]=[C:9]([CH:11]([CH3:13])[CH3:12])[C:8]=1[OH:14])([CH3:17])[CH3:16]. Reactant: Br[CH2:2][C:3]([C:5]1[CH:10]=[C:9]([CH:11]([CH3:13])[CH3:12])[C:8]([OH:14])=[C:7]([CH:15]([CH3:17])[CH3:16])[CH:6]=1)=[O:4].[OH:18][C:19]1[CH:26]=[CH:25][C:22]([CH:23]=[O:24])=[CH:21][C:20]=1[O:27][CH3:28].C(OCC)(=O)C.C(=O)([O-])[O-].[K+].[K+].Cl. The catalyst class is: 6. (5) Reactant: [O:1]=[C:2]1[CH2:5][CH:4](C(O)=O)[CH2:3]1.CC[N:11]([CH2:14]C)CC.C1C=CC(P(N=[N+]=[N-])(C2C=CC=CC=2)=[O:23])=CC=1.[CH2:33]([OH:40])[C:34]1[CH:39]=[CH:38][CH:37]=[CH:36][CH:35]=1. Product: [CH2:33]([O:40][C:14](=[O:23])[NH:11][CH:4]1[CH2:3][C:2](=[O:1])[CH2:5]1)[C:34]1[CH:39]=[CH:38][CH:37]=[CH:36][CH:35]=1. The catalyst class is: 182. (6) Reactant: [F:1][C:2]1[CH:3]=[C:4]([OH:11])[CH:5]=[CH:6][C:7]=1[N+:8]([O-:10])=[O:9].C(=O)([O-])[O-].[K+].[K+].C1(C)C=CC(S(O[CH:28]2[CH2:33][CH2:32][N:31]([C:34]([O:36][C:37]([CH3:40])([CH3:39])[CH3:38])=[O:35])[CH2:30][CH2:29]2)(=O)=O)=CC=1. Product: [F:1][C:2]1[CH:3]=[C:4]([CH:5]=[CH:6][C:7]=1[N+:8]([O-:10])=[O:9])[O:11][CH:28]1[CH2:33][CH2:32][N:31]([C:34]([O:36][C:37]([CH3:40])([CH3:39])[CH3:38])=[O:35])[CH2:30][CH2:29]1. The catalyst class is: 9. (7) Reactant: C(OC([N:8]([C:34]1[C:43]([N+:44]([O-:46])=[O:45])=[CH:42][CH:41]=[CH:40][C:35]=1[C:36]([O:38][CH3:39])=[O:37])[CH2:9][C:10]1[CH:15]=[CH:14][C:13]([C:16]2[CH:21]=[CH:20][CH:19]=[CH:18][C:17]=2[C:22]2[N:26]([CH2:27][C:28]3[CH:33]=[CH:32][CH:31]=[CH:30][CH:29]=3)[N:25]=[N:24][N:23]=2)=[CH:12][CH:11]=1)=O)(C)(C)C. Product: [CH2:27]([N:26]1[C:22]([C:17]2[CH:18]=[CH:19][CH:20]=[CH:21][C:16]=2[C:13]2[CH:14]=[CH:15][C:10]([CH2:9][NH:8][C:34]3[C:43]([N+:44]([O-:46])=[O:45])=[CH:42][CH:41]=[CH:40][C:35]=3[C:36]([O:38][CH3:39])=[O:37])=[CH:11][CH:12]=2)=[N:23][N:24]=[N:25]1)[C:28]1[CH:29]=[CH:30][CH:31]=[CH:32][CH:33]=1. The catalyst class is: 5.